Dataset: Full USPTO retrosynthesis dataset with 1.9M reactions from patents (1976-2016). Task: Predict the reactants needed to synthesize the given product. (1) Given the product [CH2:1]([O:3][C:4]1[CH2:10][CH2:9][CH2:8][CH2:7][C:6](=[O:11])[CH:5]=1)[CH3:2].[CH2:12]([C:4]1[CH2:10][CH2:9][CH2:8][CH2:7][C:6](=[O:11])[CH:5]=1)[CH2:13][C:14]1[CH:19]=[CH:18][CH:17]=[CH:16][CH:15]=1, predict the reactants needed to synthesize it. The reactants are: [CH2:1]([O:3][C:4]1[CH2:10][CH2:9][CH2:8][CH2:7][C:6](=[O:11])[CH:5]=1)[CH3:2].[CH2:12]([Mg]Cl)[CH2:13][C:14]1[CH:19]=[CH:18][CH:17]=[CH:16][CH:15]=1. (2) Given the product [Cl:22][C:21]1[C:16]2[N:15]=[C:14]3[N:8]([C:5]4[CH:6]=[CH:7][C:2]([N:57]([CH3:58])[CH3:56])=[CH:3][C:4]=4[CH3:28])[CH2:9][CH2:10][CH2:11][CH2:12][N:13]3[C:17]=2[C:18]([CH:23]([CH2:26][CH3:27])[CH2:24][CH3:25])=[CH:19][CH:20]=1, predict the reactants needed to synthesize it. The reactants are: Br[C:2]1[CH:7]=[CH:6][C:5]([N:8]2[C:14]3=[N:15][C:16]4[C:21]([Cl:22])=[CH:20][CH:19]=[C:18]([CH:23]([CH2:26][CH3:27])[CH2:24][CH3:25])[C:17]=4[N:13]3[CH2:12][CH2:11][CH2:10][CH2:9]2)=[C:4]([CH3:28])[CH:3]=1.CC(C)([O-])C.[Na+].C(P(C(C)(C)C)C1C=CC=CC=1C1C=CC=CC=1)(C)(C)C.[CH3:56][NH:57][CH3:58]. (3) Given the product [CH2:7]([O:6][Si:5]([O:12][CH2:13][CH3:14])([O:9][CH2:10][CH3:11])[CH2:4][CH2:3][CH2:2][C:23](=[CH2:24])[C:22]([NH2:17])=[O:25])[CH3:8], predict the reactants needed to synthesize it. The reactants are: N[CH2:2][CH2:3][CH2:4][Si:5]([O:12][CH2:13][CH3:14])([O:9][CH2:10][CH3:11])[O:6][CH2:7][CH3:8].C([N:17](CC)CC)C.[C:22](Cl)(=[O:25])[CH:23]=[CH2:24]. (4) Given the product [CH2:9]1[C:10]2[C:15](=[CH:14][C:13]([CH2:17][OH:18])=[CH:12][CH:11]=2)[CH2:16][NH:8]1, predict the reactants needed to synthesize it. The reactants are: C([N:8]1[CH2:16][C:15]2[C:10](=[CH:11][CH:12]=[C:13]([CH2:17][OH:18])[CH:14]=2)[CH2:9]1)C1C=CC=CC=1. (5) Given the product [ClH:48].[CH3:6][NH:8][CH2:10][C:11]([NH:13][CH2:14][C:15]1[CH:20]=[CH:19][C:18]([NH:21]/[C:22](=[C:29]2\[C:30](=[O:41])[NH:31][C:32]3[C:37]\2=[CH:36][C:35]([N+:38]([O-:40])=[O:39])=[CH:34][CH:33]=3)/[C:23]2[CH:28]=[CH:27][CH:26]=[CH:25][CH:24]=2)=[CH:17][CH:16]=1)=[O:12], predict the reactants needed to synthesize it. The reactants are: C(O[C:6]([N:8]([CH2:10][C:11]([NH:13][CH2:14][C:15]1[CH:20]=[CH:19][C:18]([NH:21]/[C:22](=[C:29]2\[C:30](=[O:41])[NH:31][C:32]3[C:37]\2=[CH:36][C:35]([N+:38]([O-:40])=[O:39])=[CH:34][CH:33]=3)/[C:23]2[CH:28]=[CH:27][CH:26]=[CH:25][CH:24]=2)=[CH:17][CH:16]=1)=[O:12])C)=O)(C)(C)C.C(OCC)(=O)C.[ClH:48]. (6) Given the product [CH3:19][C:20]([CH3:24])([CH3:23])[CH:21]=[CH:13][C:14]([OH:16])=[O:15], predict the reactants needed to synthesize it. The reactants are: [O-]CC.[Na+].C(OP([CH2:13][C:14]([O:16]CC)=[O:15])(OCC)=O)C.[CH3:19][C:20]([CH3:24])([CH3:23])[CH:21]=O.[OH-].[Na+].Cl.